This data is from Peptide-MHC class II binding affinity with 134,281 pairs from IEDB. The task is: Regression. Given a peptide amino acid sequence and an MHC pseudo amino acid sequence, predict their binding affinity value. This is MHC class II binding data. (1) The peptide sequence is YDKFLANVSTVLTVK. The MHC is DRB1_1602 with pseudo-sequence DRB1_1602. The binding affinity (normalized) is 0.840. (2) The peptide sequence is RSWVTAGEIHAVPFG. The MHC is DRB1_0301 with pseudo-sequence DRB1_0301. The binding affinity (normalized) is 0.483. (3) The peptide sequence is DVSGVQAPVGAITTI. The MHC is DRB1_1302 with pseudo-sequence DRB1_1302. The binding affinity (normalized) is 0. (4) The peptide sequence is FKDTSMQKTIPLVAL. The MHC is DRB3_0202 with pseudo-sequence DRB3_0202. The binding affinity (normalized) is 0.432.